Dataset: Forward reaction prediction with 1.9M reactions from USPTO patents (1976-2016). Task: Predict the product of the given reaction. (1) The product is: [O:1]=[C:2]1[O:23][C:17]2([CH2:22][CH2:21][CH2:20][CH2:19][CH2:18]2)[C:5]2[CH:6]=[C:7](/[C:10](/[CH2:15][CH3:16])=[CH:11]/[C:12]#[N:14])[CH:8]=[CH:9][C:4]=2[NH:3]1. Given the reactants [O:1]=[C:2]1[O:23][C:17]2([CH2:22][CH2:21][CH2:20][CH2:19][CH2:18]2)[C:5]2[CH:6]=[C:7](/[C:10](/[CH2:15][CH3:16])=[CH:11]/[C:12]([NH2:14])=O)[CH:8]=[CH:9][C:4]=2[NH:3]1.S(Cl)(Cl)=O, predict the reaction product. (2) Given the reactants [OH:1][C:2]1[CH:7]=[CH:6][C:5]([C@@H:8]2[O:21][C:20]3[C:11](=[CH:12][C:13]4[CH2:14][C@@H:15]([C:31](O)=[O:32])[N:16]([C@H:22]([C:25]5[CH:30]=[CH:29][CH:28]=[CH:27][CH:26]=5)[CH2:23][CH3:24])[CH2:17][C:18]=4[CH:19]=3)[N:10]([CH3:34])[C:9]2=[O:35])=[CH:4][CH:3]=1.Cl.[CH3:37][O:38][C:39](=[O:56])[C@@H:40]([NH2:55])[CH2:41][C:42]1[CH:47]=[CH:46][C:45]([C:48]2[CH:53]=[CH:52][C:51]([F:54])=[CH:50][CH:49]=2)=[CH:44][CH:43]=1, predict the reaction product. The product is: [CH3:37][O:38][C:39](=[O:56])[C@@H:40]([NH:55][C:31]([C@@H:15]1[CH2:14][C:13]2[CH:12]=[C:11]3[C:20]([O:21][C@@H:8]([C:5]4[CH:6]=[CH:7][C:2]([OH:1])=[CH:3][CH:4]=4)[C:9](=[O:35])[N:10]3[CH3:34])=[CH:19][C:18]=2[CH2:17][N:16]1[C@H:22]([C:25]1[CH:30]=[CH:29][CH:28]=[CH:27][CH:26]=1)[CH2:23][CH3:24])=[O:32])[CH2:41][C:42]1[CH:47]=[CH:46][C:45]([C:48]2[CH:53]=[CH:52][C:51]([F:54])=[CH:50][CH:49]=2)=[CH:44][CH:43]=1. (3) The product is: [C:35]([C:39]1[CH:43]=[C:42]([C:44]([F:46])([F:47])[F:45])[N:41]([CH2:48][C:49]([NH:8][C@H:9]([C:19]2[C:24]([C:25]3[CH:26]=[CH:27][C:28]([F:34])=[C:29]([CH:33]=3)[C:30]([NH2:32])=[O:31])=[CH:23][CH:22]=[CH:21][N:20]=2)[CH2:10][C:11]2[CH:12]=[C:13]([F:18])[CH:14]=[C:15]([F:17])[CH:16]=2)=[O:50])[N:40]=1)([CH3:38])([CH3:36])[CH3:37]. Given the reactants FC(F)(F)C(O)=O.[NH2:8][C@H:9]([C:19]1[C:24]([C:25]2[CH:26]=[CH:27][C:28]([F:34])=[C:29]([CH:33]=2)[C:30]([NH2:32])=[O:31])=[CH:23][CH:22]=[CH:21][N:20]=1)[CH2:10][C:11]1[CH:16]=[C:15]([F:17])[CH:14]=[C:13]([F:18])[CH:12]=1.[C:35]([C:39]1[CH:43]=[C:42]([C:44]([F:47])([F:46])[F:45])[N:41]([CH2:48][C:49](O)=[O:50])[N:40]=1)([CH3:38])([CH3:37])[CH3:36], predict the reaction product. (4) The product is: [CH3:25][O:24][C:17]1[CH2:18][CH2:19][C@H:20]2[C:15](=[CH:14][CH2:13][C@@H:12]3[C@@H:21]2[CH2:22][CH2:23][C@@:8]2([CH2:9][CH3:10])[C@H:11]3[CH:5]=[CH:6][C:7]2=[O:26])[CH:16]=1. Given the reactants C(O[C@@H:5]1[C@H:11]2[C@H:12]3[C@H:21]([CH2:22][CH2:23][C@:8]2([CH2:9][CH3:10])[C:7](=[O:26])[CH2:6]1)[C@@H:20]1[C:15]([CH:16]=[C:17]([O:24][CH3:25])[CH2:18][CH2:19]1)=[CH:14][CH2:13]3)(=O)C.C(=O)([O-])[O-].[K+].[K+], predict the reaction product. (5) Given the reactants [Cl:1][C:2]1[CH:3]=[CH:4][C:5]([CH:25]=[O:26])=[C:6]2[C:10]=1[N:9]=[C:8]1[N:11]([C:15]3[C:20]([Br:21])=[CH:19][C:18]([O:22][CH3:23])=[CH:17][C:16]=3[Br:24])[CH2:12][CH2:13][CH2:14][N:7]21.[CH2:27]([Mg]Br)[CH3:28], predict the reaction product. The product is: [Cl:1][C:2]1[C:10]2[N:9]=[C:8]3[N:11]([C:15]4[C:16]([Br:24])=[CH:17][C:18]([O:22][CH3:23])=[CH:19][C:20]=4[Br:21])[CH2:12][CH2:13][CH2:14][N:7]3[C:6]=2[C:5]([CH:25]([OH:26])[CH2:27][CH3:28])=[CH:4][CH:3]=1. (6) Given the reactants [NH:1]1[CH2:6][CH2:5][CH2:4][CH2:3][CH2:2]1.C(=O)([O-])[O-].[Cs+].[Cs+].[CH2:13]([O:20][C:21]1[CH:48]=[CH:47][C:46](Br)=[CH:45][C:22]=1[C:23]([NH:25][C:26]1[CH:38]=[C:37]([C:39]2[CH:44]=[CH:43][CH:42]=[CH:41][CH:40]=2)[CH:36]=[CH:35][C:27]=1[C:28]([O:30][C:31]([CH3:34])([CH3:33])[CH3:32])=[O:29])=[O:24])[C:14]1[CH:19]=[CH:18][CH:17]=[CH:16][CH:15]=1.C(O)(=O)CC(CC(O)=O)(C(O)=O)O, predict the reaction product. The product is: [CH2:13]([O:20][C:21]1[CH:48]=[CH:47][C:46]([N:1]2[CH2:6][CH2:5][CH2:4][CH2:3][CH2:2]2)=[CH:45][C:22]=1[C:23]([NH:25][C:26]1[CH:38]=[C:37]([C:39]2[CH:44]=[CH:43][CH:42]=[CH:41][CH:40]=2)[CH:36]=[CH:35][C:27]=1[C:28]([O:30][C:31]([CH3:34])([CH3:33])[CH3:32])=[O:29])=[O:24])[C:14]1[CH:15]=[CH:16][CH:17]=[CH:18][CH:19]=1.